Dataset: Catalyst prediction with 721,799 reactions and 888 catalyst types from USPTO. Task: Predict which catalyst facilitates the given reaction. (1) Reactant: [C:1]([C:5]1[C:6]([N+:17]([O-])=O)=[C:7]([OH:16])[C:8]([OH:15])=[C:9]([C:11]([CH3:14])([CH3:13])[CH3:12])[CH:10]=1)([CH3:4])([CH3:3])[CH3:2]. Product: [C:1]([C:5]1[C:6]([NH2:17])=[C:7]([OH:16])[C:8]([OH:15])=[C:9]([C:11]([CH3:14])([CH3:13])[CH3:12])[CH:10]=1)([CH3:4])([CH3:2])[CH3:3]. The catalyst class is: 50. (2) Reactant: [CH2:1]([NH:8][C:9]([NH:11][N:12]([CH2:49][CH:50]=[CH2:51])[CH2:13][C:14]([NH:16][C@@H:17]([CH2:37][C:38]1[CH:43]=[CH:42][C:41]([O:44]C(C)(C)C)=[CH:40][CH:39]=1)[C:18]([N:20]([CH2:29][CH:30](OCC)OCC)[CH2:21][C:22]1[CH:27]=[CH:26][CH:25]=[C:24]([F:28])[N:23]=1)=[O:19])=[O:15])=[O:10])[C:2]1[CH:7]=[CH:6][CH:5]=[CH:4][CH:3]=1. Product: [CH2:1]([NH:8][C:9]([N:11]1[C@H:30]2[CH2:29][N:20]([CH2:21][C:22]3[CH:27]=[CH:26][CH:25]=[C:24]([F:28])[N:23]=3)[C:18](=[O:19])[C@H:17]([CH2:37][C:38]3[CH:39]=[CH:40][C:41]([OH:44])=[CH:42][CH:43]=3)[N:16]2[C:14](=[O:15])[CH2:13][N:12]1[CH2:49][CH:50]=[CH2:51])=[O:10])[C:2]1[CH:3]=[CH:4][CH:5]=[CH:6][CH:7]=1. The catalyst class is: 106. (3) Reactant: [NH2:1][C:2]1([C:8]([O:10][CH2:11][C:12]2[CH:17]=[CH:16][CH:15]=[CH:14][CH:13]=2)=[O:9])[CH2:7][CH2:6][CH2:5][CH2:4][CH2:3]1.C(N(CC)CC)C.[N:25]1([C:31](Cl)=[O:32])[CH2:30][CH2:29][O:28][CH2:27][CH2:26]1. Product: [N:25]1([C:31]([NH:1][C:2]2([C:8]([O:10][CH2:11][C:12]3[CH:13]=[CH:14][CH:15]=[CH:16][CH:17]=3)=[O:9])[CH2:7][CH2:6][CH2:5][CH2:4][CH2:3]2)=[O:32])[CH2:30][CH2:29][O:28][CH2:27][CH2:26]1. The catalyst class is: 22. (4) Reactant: [C:1](Cl)(=[O:5])[CH2:2][CH2:3][CH3:4].[Cl:7][C:8]1[CH:16]=[CH:15][CH:14]=[C:13]2[C:9]=1[C:10]([NH2:17])=[N:11][NH:12]2. Product: [Cl:7][C:8]1[CH:16]=[CH:15][CH:14]=[C:13]2[C:9]=1[C:10]([NH:17][C:1](=[O:5])[CH2:2][CH2:3][CH3:4])=[N:11][NH:12]2. The catalyst class is: 17. (5) Reactant: [N+:1]([C:4]1[CH:32]=[CH:31][C:7]([C:8]([O:10][C:11]([C:27]([F:30])([F:29])[F:28])([C:15]#[C:16][Si](C(C)C)(C(C)C)C(C)C)[CH2:12][CH:13]=[CH2:14])=[O:9])=[CH:6][CH:5]=1)([O-:3])=[O:2].[F-].C([N+](CCCC)(CCCC)CCCC)CCC. Product: [N+:1]([C:4]1[CH:5]=[CH:6][C:7]([C:8]([O:10][C:11]([C:15]#[CH:16])([C:27]([F:28])([F:29])[F:30])[CH2:12][CH:13]=[CH2:14])=[O:9])=[CH:31][CH:32]=1)([O-:3])=[O:2]. The catalyst class is: 20. (6) Reactant: [F:1][C@H:2]1[C@@H:7]([O:8][C:9]2[CH:16]=[CH:15][C:14]([C:17]3[N:22]=[C:21]([NH:23][C:24]4[CH:29]=[CH:28][C:27]([N:30]5[CH2:35][CH2:34][N:33]([CH:36]6[CH2:39][O:38][CH2:37]6)[CH2:32][CH2:31]5)=[CH:26][CH:25]=4)[N:20]=[CH:19][N:18]=3)=[CH:13][C:10]=2[C:11]#[N:12])[CH2:6][CH2:5][NH:4][CH2:3]1.C(N(CC)C(C)C)(C)C.CN(C(ON1N=NC2C=CC=NC1=2)=[N+](C)C)C.F[P-](F)(F)(F)(F)F.C[C:74]1[CH:78]=[C:77]([C:79]([OH:81])=O)[NH:76][N:75]=1.[Cl:82]CCl. Product: [Cl:82][C:78]1[CH:74]=[N:75][NH:76][C:77]=1[C:79]([N:4]1[CH2:5][CH2:6][C@H:7]([O:8][C:9]2[CH:16]=[CH:15][C:14]([C:17]3[N:22]=[C:21]([NH:23][C:24]4[CH:29]=[CH:28][C:27]([N:30]5[CH2:31][CH2:32][N:33]([CH:36]6[CH2:39][O:38][CH2:37]6)[CH2:34][CH2:35]5)=[CH:26][CH:25]=4)[N:20]=[CH:19][N:18]=3)=[CH:13][C:10]=2[C:11]#[N:12])[C@H:2]([F:1])[CH2:3]1)=[O:81]. The catalyst class is: 3. (7) Reactant: [CH2:1]([O:3][C:4]([C:6]1[C:7]([CH3:26])=[N:8][C:9]([NH:13][CH2:14]/[CH:15]=[CH:16]/[C:17]2[CH:22]=[C:21]([OH:23])[CH:20]=[C:19](Br)[C:18]=2[CH3:25])=[N:10][C:11]=1[CH3:12])=[O:5])[CH3:2].[CH3:27]CO. Product: [CH2:1]([O:3][C:4]([C:6]1[C:7]([CH3:26])=[N:8][C:9]([NH:13][CH2:14][CH2:15][CH2:16][C:17]2[CH:22]=[C:21]([O:23][CH3:27])[CH:20]=[CH:19][C:18]=2[CH3:25])=[N:10][C:11]=1[CH3:12])=[O:5])[CH3:2]. The catalyst class is: 45.